From a dataset of Cav3 T-type calcium channel HTS with 100,875 compounds. Binary Classification. Given a drug SMILES string, predict its activity (active/inactive) in a high-throughput screening assay against a specified biological target. (1) The drug is O(C(=O)c1[nH]nc(n1)c1ccccc1)C. The result is 0 (inactive). (2) The molecule is S(=O)(=O)(N1CC(CCC1)C(=O)N1CCC2(OCCO2)CC1)C. The result is 0 (inactive). (3) The result is 0 (inactive). The drug is O(c1cc2c(nccc2cc1OC)Cc1cc(OC)c(OC)cc1)C. (4) The result is 0 (inactive). The drug is O=C1N=c2n([nH]c(n2)NC(=O)c2c(cccc2)C)C(C1)c1ccccc1. (5) The result is 0 (inactive). The compound is O1CCN(CCC(c2c3oc(=O)cc(c3c(OC)cc2OC)C)c2cc3OCOc3cc2)CC1.